From a dataset of Full USPTO retrosynthesis dataset with 1.9M reactions from patents (1976-2016). Predict the reactants needed to synthesize the given product. (1) Given the product [Cl:1][C:2]1[CH:3]=[C:4]2[C:13](=[C:14]3[C:19]=1[CH:18]=[CH:17][CH:16]=[N:15]3)[NH:12][S:11](=[O:21])(=[O:20])[C:10]1[C:5]2=[CH:6][C:7]([N:23]2[CH2:28][CH2:27][O:26][CH2:25][CH2:24]2)=[CH:8][CH:9]=1, predict the reactants needed to synthesize it. The reactants are: [Cl:1][C:2]1[CH:3]=[C:4]2[C:13](=[C:14]3[C:19]=1[CH:18]=[CH:17][CH:16]=[N:15]3)[NH:12][S:11](=[O:21])(=[O:20])[C:10]1[C:5]2=[CH:6][C:7](F)=[CH:8][CH:9]=1.[NH:23]1[CH2:28][CH2:27][O:26][CH2:25][CH2:24]1. (2) Given the product [F:10][C:4]1[CH:3]=[C:2]([C:11]2[CH:16]=[CH:15][CH:14]=[CH:13][CH:12]=2)[CH:9]=[CH:8][C:5]=1[CH:6]=[O:7], predict the reactants needed to synthesize it. The reactants are: Br[C:2]1[CH:9]=[CH:8][C:5]([CH:6]=[O:7])=[C:4]([F:10])[CH:3]=1.[C:11]1(B(O)O)[CH:16]=[CH:15][CH:14]=[CH:13][CH:12]=1.[F-].[Cs+].C([O-])(O)=O.[Na+]. (3) Given the product [N:1]1([C:6]2[CH:11]=[CH:10][C:9]([OH:12])=[C:8]([I:13])[CH:7]=2)[CH:5]=[CH:4][N:3]=[CH:2]1, predict the reactants needed to synthesize it. The reactants are: [N:1]1([C:6]2[CH:11]=[CH:10][C:9]([OH:12])=[CH:8][CH:7]=2)[CH:5]=[CH:4][N:3]=[CH:2]1.[I:13]I.S([O-])([O-])(=O)=S.[Na+].[Na+]. (4) Given the product [CH2:11]([C:12]1[CH:13]=[C:14]([C:8]([O:7][CH2:3][CH3:5])=[O:22])[NH:9][N:23]=1)[CH3:10], predict the reactants needed to synthesize it. The reactants are: [CH3:3][O:7][C:3]([O:7][CH3:8])([CH2:5][CH3:8])[CH3:5].[N:9]1[CH:14]=[CH:13][CH:12]=[CH:11][CH:10]=1.ClC(Cl)(Cl)C(Cl)=O.[OH2:22].[NH2:23]N. (5) Given the product [NH:21]1[CH:25]=[C:24]([C:26]([N:19]2[CH2:18][CH2:17][C:15]3[N:16]=[C:11]([NH:10][CH:2]4[CH2:3][C:4]5[C:9](=[CH:8][CH:7]=[CH:6][CH:5]=5)[CH2:1]4)[N:12]=[CH:13][C:14]=3[CH2:20]2)=[O:27])[N:23]=[CH:22]1, predict the reactants needed to synthesize it. The reactants are: [CH2:1]1[C:9]2[C:4](=[CH:5][CH:6]=[CH:7][CH:8]=2)[CH2:3][CH:2]1[NH:10][C:11]1[N:12]=[CH:13][C:14]2[CH2:20][NH:19][CH2:18][CH2:17][C:15]=2[N:16]=1.[NH:21]1[CH:25]=[C:24]([C:26](O)=[O:27])[N:23]=[CH:22]1.Cl.CN(C)CCCN=C=NCC.O.ON1C2C=CC=CC=2N=N1.C(N(CC)CC)C. (6) Given the product [Cl:1][C:2]1[CH:3]=[CH:4][C:5]2[N:9]([S:10]([C:13]3[CH:14]=[CH:15][C:16]([O:19][CH3:20])=[CH:17][CH:18]=3)(=[O:12])=[O:11])[C:8](=[O:21])[N:7]([CH:22]([C:44]3[CH:45]=[CH:46][CH:47]=[CH:48][CH:49]=3)[C:23](=[O:24])[N:25]3[CH2:26][CH2:27][N:28]([CH:31]4[CH2:32][CH2:33][NH:34][CH2:35][CH2:36]4)[CH2:29][CH2:30]3)[C:6]=2[CH:50]=1, predict the reactants needed to synthesize it. The reactants are: [Cl:1][C:2]1[CH:3]=[CH:4][C:5]2[N:9]([S:10]([C:13]3[CH:18]=[CH:17][C:16]([O:19][CH3:20])=[CH:15][CH:14]=3)(=[O:12])=[O:11])[C:8](=[O:21])[N:7]([CH:22]([C:44]3[CH:49]=[CH:48][CH:47]=[CH:46][CH:45]=3)[C:23]([N:25]3[CH2:30][CH2:29][N:28]([CH:31]4[CH2:36][CH2:35][N:34](C(OC(C)(C)C)=O)[CH2:33][CH2:32]4)[CH2:27][CH2:26]3)=[O:24])[C:6]=2[CH:50]=1.FC(F)(F)C(O)=O. (7) Given the product [Si:17]([O:16][CH2:15][CH:14]([CH3:24])[CH2:13][C@H:2]1[C:3](=[O:11])[NH:4][C:5]2[CH:10]=[CH:9][CH:8]=[CH:7][C:6]=2[O:1]1)([C:20]([CH3:21])([CH3:22])[CH3:23])([CH3:18])[CH3:19], predict the reactants needed to synthesize it. The reactants are: [O:1]1[C:6]2[CH:7]=[CH:8][CH:9]=[CH:10][C:5]=2[NH:4][C:3](=[O:11])[CH2:2]1.Br[CH2:13][C@H:14]([CH3:24])[CH2:15][O:16][Si:17]([C:20]([CH3:23])([CH3:22])[CH3:21])([CH3:19])[CH3:18].C([O-])([O-])=O.[Cs+].[Cs+]. (8) Given the product [CH2:5]([O:9][C:10]1[CH:15]=[CH:14][C:13]([CH2:16][CH2:17][N+:18]([O-:20])=[O:19])=[CH:12][CH:11]=1)[CH2:6][CH2:7][CH3:8], predict the reactants needed to synthesize it. The reactants are: C(O)(=O)C.[CH2:5]([O:9][C:10]1[CH:15]=[CH:14][C:13](/[CH:16]=[CH:17]/[N+:18]([O-:20])=[O:19])=[CH:12][CH:11]=1)[CH2:6][CH2:7][CH3:8].[BH4-].[Na+]. (9) Given the product [F:29][C:30]([F:43])([F:42])[S:31]([O:1][C:2]1[CH:20]=[CH:19][CH:18]=[C:17]([CH3:21])[C:3]=1[CH2:4][NH:5][C:6]1[C:7]2[N:8]([C:12]([CH3:16])=[C:13]([CH3:15])[N:14]=2)[CH:9]=[CH:10][CH:11]=1)(=[O:33])=[O:32], predict the reactants needed to synthesize it. The reactants are: [OH:1][C:2]1[CH:20]=[CH:19][CH:18]=[C:17]([CH3:21])[C:3]=1[CH2:4][NH:5][C:6]1[C:7]2[N:8]([C:12]([CH3:16])=[C:13]([CH3:15])[N:14]=2)[CH:9]=[CH:10][CH:11]=1.C(N(CC)CC)C.[F:29][C:30]([F:43])([F:42])[S:31](O[S:31]([C:30]([F:43])([F:42])[F:29])(=[O:33])=[O:32])(=[O:33])=[O:32].C1C=CC(N(S(C(F)(F)F)(=O)=O)S(C(F)(F)F)(=O)=O)=CC=1.C(=O)([O-])[O-].[K+].[K+]. (10) Given the product [NH2:1][C:2]([C:4]1[CH:19]=[CH:18][C:7]([C:8]([OH:10])=[O:9])=[CH:6][C:5]=1[NH:20][CH:21]1[CH2:26][CH2:25][CH2:24][CH2:23][CH2:22]1)=[O:3], predict the reactants needed to synthesize it. The reactants are: [NH2:1][C:2]([C:4]1[CH:19]=[CH:18][C:7]([C:8]([O:10]CC2C=CC=CC=2)=[O:9])=[CH:6][C:5]=1[NH:20][CH:21]1[CH2:26][CH2:25][CH2:24][CH2:23][CH2:22]1)=[O:3].[H][H].